This data is from Full USPTO retrosynthesis dataset with 1.9M reactions from patents (1976-2016). The task is: Predict the reactants needed to synthesize the given product. (1) Given the product [C:1]([O:5][C:6](=[O:36])[NH:7][C:8]1([C:12]2[CH:13]=[CH:14][C:15]([C:43]3[C:42](=[O:55])[C:41]4[C:46](=[CH:47][C:38]([Br:37])=[C:39]([O:56][CH3:57])[CH:40]=4)[O:45][C:44]=3[C:48]3[CH:53]=[CH:52][CH:51]=[CH:50][CH:49]=3)=[CH:16][CH:17]=2)[CH2:9][CH2:10][CH2:11]1)([CH3:4])([CH3:2])[CH3:3], predict the reactants needed to synthesize it. The reactants are: [C:1]([O:5][C:6](=[O:36])[NH:7][C:8]1([C:12]2[CH:17]=[CH:16][C:15](C3C(=O)C4C(=CC=C(F)C=4)OC=3C3C=CC=CC=3)=[CH:14][CH:13]=2)[CH2:11][CH2:10][CH2:9]1)([CH3:4])([CH3:3])[CH3:2].[Br:37][C:38]1[CH:47]=[C:46]2[C:41]([C:42](=[O:55])[C:43](I)=[C:44]([C:48]3[CH:53]=[CH:52][CH:51]=[CH:50][CH:49]=3)[O:45]2)=[CH:40][C:39]=1[O:56][CH3:57]. (2) Given the product [C:1]([O:5][C:6]([N:8]([CH2:13][CH:14]([NH:19][C@@H:23]1[CH2:25][CH2:28][O:27][CH2:24]1)[CH3:15])[CH2:9][C:10]([OH:12])=[O:11])=[O:7])([CH3:4])([CH3:3])[CH3:2], predict the reactants needed to synthesize it. The reactants are: [C:1]([O:5][C:6]([N:8]([CH2:13][C:14](=O)[CH3:15])[CH2:9][C:10]([OH:12])=[O:11])=[O:7])([CH3:4])([CH3:3])[CH3:2].CC[N:19]([CH:23]([CH3:25])[CH3:24])C(C)C.[BH-](OC(C)=O)(OC(C)=O)[O:27][C:28](C)=O.[Na+].CC([O-])=O.[Na+]. (3) Given the product [O:19]=[C:17]1[CH2:16][C:15]2[C:11]([C:37]([NH2:30])=[O:32])=[N:12][N:13]([S:20]([C:23]3[CH:24]=[CH:25][C:26]([CH3:29])=[CH:27][CH:28]=3)(=[O:22])=[O:21])[C:14]=2[CH2:18]1, predict the reactants needed to synthesize it. The reactants are: O=C1CCC(=O)N1OC([C:11]1[C:15]2[CH2:16][C:17](=[O:19])[CH2:18][C:14]=2[N:13]([S:20]([C:23]2[CH:28]=[CH:27][C:26]([CH3:29])=[CH:25][CH:24]=2)(=[O:22])=[O:21])[N:12]=1)=O.[NH4+:30].[OH-].[O:32]1[CH2:37]COCC1. (4) Given the product [NH2:18][C:9]1[C:8]2[N:7]=[C:6]([CH2:19][CH2:20][C:21](=[O:22])[CH3:26])[N:5]([CH2:4][CH:3]([CH3:27])[CH3:2])[C:17]=2[C:16]2[CH:15]=[CH:14][CH:13]=[CH:12][C:11]=2[N:10]=1, predict the reactants needed to synthesize it. The reactants are: Cl.[CH3:2][CH:3]([CH3:27])[CH2:4][N:5]1[C:17]2[C:16]3[CH:15]=[CH:14][CH:13]=[CH:12][C:11]=3[N:10]=[C:9]([NH2:18])[C:8]=2[N:7]=[C:6]1[CH2:19][CH2:20][C:21]1([CH3:26])OCC[O:22]1.[OH-].[Na+]. (5) Given the product [F:1][C:2]1[CH:7]=[C:6]([F:8])[C:5]([F:9])=[CH:4][C:3]=1[NH:10][C:11]1[O:15][C:14]([C:16]([NH:18][C:19]2[CH:20]=[CH:21][C:22]([C@H:25]3[CH2:26][CH2:27][C@H:28]([CH2:31][C:32]([OH:34])=[O:33])[CH2:29][CH2:30]3)=[N:23][CH:24]=2)=[O:17])=[N:13][N:12]=1, predict the reactants needed to synthesize it. The reactants are: [F:1][C:2]1[CH:7]=[C:6]([F:8])[C:5]([F:9])=[CH:4][C:3]=1[NH:10][C:11]1[O:15][C:14]([C:16]([NH:18][C:19]2[CH:20]=[CH:21][C:22]([C@H:25]3[CH2:30][CH2:29][C@H:28]([CH2:31][C:32]([O:34]C)=[O:33])[CH2:27][CH2:26]3)=[N:23][CH:24]=2)=[O:17])=[N:13][N:12]=1.[OH-].[Na+]. (6) Given the product [C:1]([O:5][C:6]([N:8]1[C:16]2[C:11](=[CH:12][C:13]([O:17][CH2:28][CH2:27][CH2:26][CH2:25][Br:24])=[CH:14][CH:15]=2)[CH:10]=[CH:9]1)=[O:7])([CH3:4])([CH3:2])[CH3:3], predict the reactants needed to synthesize it. The reactants are: [C:1]([O:5][C:6]([N:8]1[C:16]2[C:11](=[CH:12][C:13]([OH:17])=[CH:14][CH:15]=2)[CH:10]=[CH:9]1)=[O:7])([CH3:4])([CH3:3])[CH3:2].C([O-])([O-])=O.[K+].[K+].[Br:24][CH2:25][CH2:26][CH2:27][CH2:28]Br.